This data is from Forward reaction prediction with 1.9M reactions from USPTO patents (1976-2016). The task is: Predict the product of the given reaction. (1) Given the reactants [Cl:1][C:2]1[N:7]=[C:6](Cl)[CH:5]=[C:4]([C:9]([O:11][CH3:12])=[O:10])[N:3]=1.[CH:13]1([CH2:16][NH:17][CH2:18][CH2:19][CH3:20])[CH2:15][CH2:14]1.C(N(CC)CC)C.O, predict the reaction product. The product is: [Cl:1][C:2]1[N:3]=[C:4]([C:9]([O:11][CH3:12])=[O:10])[CH:5]=[C:6]([N:17]([CH2:16][CH:13]2[CH2:15][CH2:14]2)[CH2:18][CH2:19][CH3:20])[N:7]=1. (2) Given the reactants [C:1]([OH:10])(=[O:9])[CH:2]([CH2:6][CH2:7][CH3:8])[CH2:3][CH2:4][CH3:5].[OH-].[Na+:12], predict the reaction product. The product is: [CH3:5][CH2:4][CH2:3][CH:2]([C:1]([OH:10])=[O:9])[CH2:6][CH2:7][CH3:8].[CH3:5][CH2:4][CH2:3][CH:2]([C:1]([O-:10])=[O:9])[CH2:6][CH2:7][CH3:8].[Na+:12]. (3) Given the reactants OOS([O-])=O.[K+].[F:7][C:8]([C:11]1[N:15]([CH2:16][CH:17]2[CH2:22][CH2:21][O:20][CH2:19][CH2:18]2)[C:14]2[CH:23]=[CH:24][C:25]([S:27]([N:30]3[CH:34]=[CH:33][C:32]([CH:35]=[O:36])=[CH:31]3)(=[O:29])=[O:28])=[CH:26][C:13]=2[N:12]=1)([F:10])[CH3:9].[CH:37]1([NH2:40])[CH2:39][CH2:38]1.C(N(CC)C(C)C)(C)C.CN(C(ON1N=NC2C=CC=NC1=2)=[N+](C)C)C.F[P-](F)(F)(F)(F)F, predict the reaction product. The product is: [CH:37]1([NH:40][C:35]([C:32]2[CH:33]=[CH:34][N:30]([S:27]([C:25]3[CH:24]=[CH:23][C:14]4[N:15]([CH2:16][CH:17]5[CH2:18][CH2:19][O:20][CH2:21][CH2:22]5)[C:11]([C:8]([F:7])([F:10])[CH3:9])=[N:12][C:13]=4[CH:26]=3)(=[O:28])=[O:29])[CH:31]=2)=[O:36])[CH2:39][CH2:38]1. (4) The product is: [NH2:1][C:2]1[CH:7]=[CH:6][N:5]=[C:4]([NH:8][CH2:9][CH2:10][CH2:11][O:12][C:13]2[CH:29]=[CH:28][C:16]3[CH2:17][C@@H:18]([CH2:23][C:24]([OH:26])=[O:25])[C:19](=[O:22])[NH:20][CH2:21][C:15]=3[CH:14]=2)[CH:3]=1. Given the reactants [NH2:1][C:2]1[CH:7]=[CH:6][N:5]=[C:4]([NH:8][CH2:9][CH2:10][CH2:11][O:12][C:13]2[CH:29]=[CH:28][C:16]3[CH2:17][C@@H:18]([CH2:23][C:24]([O:26]C)=[O:25])[C:19](=[O:22])[NH:20][CH2:21][C:15]=3[CH:14]=2)[CH:3]=1.N1C=CC=CC=1NCCCOC1C=CC2CC(CC(OCC)=O)C(=O)NCC=2C=1, predict the reaction product. (5) Given the reactants [CH:1]1([SH:5])[CH2:4][CH2:3][CH2:2]1.F[C:7]1[C:12]([I:13])=[CH:11][CH:10]=[CH:9][N:8]=1.C([O-])([O-])=O.[Cs+].[Cs+].[Na+].[Cl-], predict the reaction product. The product is: [CH:1]1([S:5][C:7]2[C:12]([I:13])=[CH:11][CH:10]=[CH:9][N:8]=2)[CH2:4][CH2:3][CH2:2]1. (6) Given the reactants C(Cl)(=O)C(Cl)=O.CS(C)=O.[CH:11]1([CH2:17][CH2:18][CH2:19][CH2:20][CH2:21][OH:22])[CH2:16][CH2:15][CH2:14][CH2:13][CH2:12]1.CCN(CC)CC, predict the reaction product. The product is: [CH:11]1([CH2:17][CH2:18][CH2:19][CH2:20][CH:21]=[O:22])[CH2:16][CH2:15][CH2:14][CH2:13][CH2:12]1.